This data is from Forward reaction prediction with 1.9M reactions from USPTO patents (1976-2016). The task is: Predict the product of the given reaction. Given the reactants Br[C:2]1[S:3][CH:4]=[C:5]([C:7]([NH:9][C@@H:10]([CH3:26])[CH2:11][N:12]2[CH:16]=[CH:15][C:14]([C:17]3[CH:22]=[CH:21][C:20]([C:23]#[N:24])=[C:19]([Cl:25])[CH:18]=3)=[N:13]2)=[O:8])[N:6]=1.[CH3:27][O:28][CH2:29][CH2:30][NH2:31], predict the reaction product. The product is: [Cl:25][C:19]1[CH:18]=[C:17]([C:14]2[CH:15]=[CH:16][N:12]([CH2:11][C@@H:10]([NH:9][C:7]([C:5]3[N:6]=[C:2]([NH:31][CH2:30][CH2:29][O:28][CH3:27])[S:3][CH:4]=3)=[O:8])[CH3:26])[N:13]=2)[CH:22]=[CH:21][C:20]=1[C:23]#[N:24].